This data is from Forward reaction prediction with 1.9M reactions from USPTO patents (1976-2016). The task is: Predict the product of the given reaction. (1) Given the reactants Cl.C(OC([N:9]1[CH2:14][CH2:13][O:12][C@@H:11]([C:15](=[O:40])[NH:16][CH2:17][CH2:18][C:19]2[CH:24]=[C:23]([O:25][CH3:26])[C:22]([NH:27][C:28]([NH:30][C:31]3[CH:36]=[N:35][C:34]([C:37]#[N:38])=[CH:33][N:32]=3)=[O:29])=[CH:21][C:20]=2[Cl:39])[CH2:10]1)=O)(C)(C)C, predict the reaction product. The product is: [ClH:39].[Cl:39][C:20]1[CH:21]=[C:22]([NH:27][C:28]([NH:30][C:31]2[CH:36]=[N:35][C:34]([C:37]#[N:38])=[CH:33][N:32]=2)=[O:29])[C:23]([O:25][CH3:26])=[CH:24][C:19]=1[CH2:18][CH2:17][NH:16][C:15]([C@@H:11]1[O:12][CH2:13][CH2:14][NH:9][CH2:10]1)=[O:40]. (2) Given the reactants [CH:1]1([N:4]2[C:8]3[C:9]([O:22][C@@H:23]([C@H:25]4[CH2:29][NH:28][C:27](=[O:30])[CH2:26]4)[CH3:24])=[N:10][C:11](B4OC(C)(C)C(C)(C)O4)=[CH:12][C:7]=3[N:6]=[CH:5]2)[CH2:3][CH2:2]1.Br[C:32]1[S:36][C:35]([C:37]([OH:40])([CH3:39])[CH3:38])=[N:34][CH:33]=1.C([O-])([O-])=O.[Na+].[Na+].N#N, predict the reaction product. The product is: [CH:1]1([N:4]2[C:8]3[C:9]([O:22][C@@H:23]([C@H:25]4[CH2:29][NH:28][C:27](=[O:30])[CH2:26]4)[CH3:24])=[N:10][C:11]([C:32]4[S:36][C:35]([C:37]([OH:40])([CH3:39])[CH3:38])=[N:34][CH:33]=4)=[CH:12][C:7]=3[N:6]=[CH:5]2)[CH2:2][CH2:3]1. (3) The product is: [Br:1][C:2]1[C:10]2[O:9][CH:8]=[C:7]([CH2:11][C:16]#[N:18])[C:6]=2[C:5]([F:12])=[C:4]([F:13])[CH:3]=1. Given the reactants [Br:1][C:2]1[C:10]2[O:9][CH:8]=[C:7]([CH3:11])[C:6]=2[C:5]([F:12])=[C:4]([F:13])[CH:3]=1.C1C(=O)[N:18](Br)[C:16](=O)C1.[C-]#N.[Na+].[OH-].[Na+], predict the reaction product. (4) Given the reactants [NH2:1][C:2]1[S:3][C:4]([C:17]2[CH:22]=[CH:21][CH:20]=[C:19]([F:23])[CH:18]=2)=[C:5]([C:7]([N:9]2[C@H:14]([CH2:15][NH2:16])[CH2:13][C@H:12]3[C@@H:10]2[CH2:11]3)=[O:8])[N:6]=1.[CH3:24][C:25]1[S:29][C:28]2=[N:30][CH:31]=[C:32]([C:33](O)=[O:34])[N:27]2[CH:26]=1, predict the reaction product. The product is: [NH2:1][C:2]1[S:3][C:4]([C:17]2[CH:22]=[CH:21][CH:20]=[C:19]([F:23])[CH:18]=2)=[C:5]([C:7]([N:9]2[C@H:14]([CH2:15][NH:16][C:33]([C:32]3[N:27]4[C:28]([S:29][C:25]([CH3:24])=[CH:26]4)=[N:30][CH:31]=3)=[O:34])[CH2:13][C@H:12]3[C@@H:10]2[CH2:11]3)=[O:8])[N:6]=1. (5) Given the reactants [CH:1]([C:3]1[CH:8]=[CH:7][C:6]([N:9]([CH2:16][CH2:17][C:18]([O:20][CH3:21])=[O:19])[CH2:10][CH2:11][C:12]([O:14][CH3:15])=[O:13])=[CH:5][C:4]=1[OH:22])=O.[C:23](O)(=[O:28])[CH2:24][C:25]([OH:27])=[O:26].NC1C=CC=CC=1, predict the reaction product. The product is: [CH3:15][O:14][C:12](=[O:13])[CH2:11][CH2:10][N:9]([CH2:16][CH2:17][C:18](=[O:19])[O:20][CH3:21])[C:6]1[CH:5]=[C:4]2[C:3]([CH:1]=[C:24]([C:25]([OH:27])=[O:26])[C:23](=[O:28])[O:22]2)=[CH:8][CH:7]=1. (6) The product is: [Cl:1][C:2]1[CH:19]=[CH:18][C:5]([CH2:6][N:7]2[C:15]3[C:10](=[CH:11][C:12]([N:16]([CH2:20][CH3:21])[CH2:23][CH3:24])=[CH:13][CH:14]=3)[CH:9]=[C:8]2[CH3:17])=[CH:4][CH:3]=1. Given the reactants [Cl:1][C:2]1[CH:19]=[CH:18][C:5]([CH2:6][N:7]2[C:15]3[C:10](=[CH:11][C:12]([NH2:16])=[CH:13][CH:14]=3)[CH:9]=[C:8]2[CH3:17])=[CH:4][CH:3]=1.[CH:20](=O)[CH3:21].[C:23](O[BH-](OC(=O)C)OC(=O)C)(=O)[CH3:24].[Na+], predict the reaction product. (7) Given the reactants [CH3:1][O:2][CH2:3][C:4]([OH:6])=O.[NH2:7][CH2:8][C@H:9]([CH3:37])[O:10][C:11]1[CH:20]=[CH:19][CH:18]=[C:17]2[C:12]=1[C:13]([NH:21][C:22]1[CH:27]=[CH:26][C:25]([O:28][CH2:29][C:30]3[CH:35]=[CH:34][CH:33]=[CH:32][N:31]=3)=[C:24]([Cl:36])[CH:23]=1)=[N:14][CH:15]=[N:16]2, predict the reaction product. The product is: [Cl:36][C:24]1[CH:23]=[C:22]([NH:21][C:13]2[C:12]3[C:17](=[CH:18][CH:19]=[CH:20][C:11]=3[O:10][C@@H:9]([CH3:37])[CH2:8][NH:7][C:4](=[O:6])[CH2:3][O:2][CH3:1])[N:16]=[CH:15][N:14]=2)[CH:27]=[CH:26][C:25]=1[O:28][CH2:29][C:30]1[CH:35]=[CH:34][CH:33]=[CH:32][N:31]=1. (8) Given the reactants [Cl:1][C:2]1[CH:39]=[CH:38][CH:37]=[CH:36][C:3]=1[O:4][C:5]1[CH2:9][N:8]([C@@H:10]([CH2:27][C:28]2[CH:33]=[CH:32][CH:31]=[CH:30][C:29]=2[Cl:34])[C:11]([NH:13][C:14]2[CH:18]=[CH:17][N:16]([CH2:19][C@@H:20]3[CH2:24][O:23]C(C)(C)[O:21]3)[N:15]=2)=[O:12])[C:7](=[O:35])[CH:6]=1.Cl.ClC1C=CC=CC=1OC1CN([C@@H](CC2C=CC(Cl)=CC=2)C(NC2C=CN(C[C@@H](O)CO)N=2)=O)C(=O)C=1, predict the reaction product. The product is: [Cl:1][C:2]1[CH:39]=[CH:38][CH:37]=[CH:36][C:3]=1[O:4][C:5]1[CH2:9][N:8]([C@@H:10]([CH2:27][C:28]2[CH:33]=[CH:32][CH:31]=[CH:30][C:29]=2[Cl:34])[C:11]([NH:13][C:14]2[CH:18]=[CH:17][N:16]([CH2:19][C@@H:20]([OH:21])[CH2:24][OH:23])[N:15]=2)=[O:12])[C:7](=[O:35])[CH:6]=1. (9) Given the reactants Cl[C:2]1[S:6][N:5]=[C:4]([S:7][CH3:8])[N:3]=1.[S:9]1[CH:13]=[CH:12][CH:11]=[C:10]1[CH2:14][OH:15].[H-].[Na+].[Cl-].[Na+], predict the reaction product. The product is: [S:9]1[CH:13]=[CH:12][CH:11]=[C:10]1[CH2:14][O:15][C:2]1[S:6][N:5]=[C:4]([S:7][CH3:8])[N:3]=1.